Dataset: Reaction yield outcomes from USPTO patents with 853,638 reactions. Task: Predict the reaction yield, written as a fraction of the theoretical maximum amount of product (1.0 means a 100% yield; for example, 0.34 means a 34% yield). (1) The reactants are CS(O[CH2:6][CH:7]1[CH2:12][O:11][C:10]([CH3:14])([CH3:13])[O:9][CH2:8]1)(=O)=O.[CH2:15]([NH2:22])[C:16]1[CH:21]=[CH:20][CH:19]=[CH:18][CH:17]=1. The catalyst is C(OCC)(=O)C. The product is [CH2:15]([NH:22][CH2:6][CH:7]1[CH2:12][O:11][C:10]([CH3:14])([CH3:13])[O:9][CH2:8]1)[C:16]1[CH:21]=[CH:20][CH:19]=[CH:18][CH:17]=1. The yield is 0.850. (2) The reactants are [Br:1][C:2]1[CH:3]=[C:4]([CH:10]=[CH:11][CH:12]=1)[O:5][CH2:6][C:7](Cl)=[O:8].C(N(CC)CC)C.[CH:20]1([NH2:23])[CH2:22][CH2:21]1. The product is [Br:1][C:2]1[CH:3]=[C:4]([CH:10]=[CH:11][CH:12]=1)[O:5][CH2:6][C:7]([NH:23][CH:20]1[CH2:22][CH2:21]1)=[O:8]. The yield is 0.780. The catalyst is C(Cl)Cl.O. (3) The reactants are [CH3:1][C:2]1[CH:7]=[CH:6][C:5]([C:8](=[O:10])[CH3:9])=[CH:4][CH:3]=1.C[O-].[Na+].[F:14][C:15]([F:22])([F:21])[C:16](OCC)=[O:17]. The catalyst is CO. The product is [CH3:1][C:2]1[CH:7]=[CH:6][C:5]([C:8](=[O:10])[CH2:9][C:16](=[O:17])[C:15]([F:22])([F:21])[F:14])=[CH:4][CH:3]=1. The yield is 0.940. (4) The reactants are [Cl:1][C:2]1[CH:11]=[C:10]([C:12]([OH:14])=O)[C:9]2[C:4](=[CH:5][CH:6]=[CH:7][CH:8]=2)[N:3]=1.[NH2:15][C:16]1[C:25]([CH3:26])=[CH:24][C:19]([C:20]([O:22][CH3:23])=[O:21])=[CH:18][C:17]=1[CH3:27].C(N(CC)C(C)C)(C)C.CCCP1(OP(CCC)(=O)OP(CCC)(=O)O1)=O. The catalyst is C(Cl)Cl.O. The product is [Cl:1][C:2]1[CH:11]=[C:10]([C:12]([NH:15][C:16]2[C:17]([CH3:27])=[CH:18][C:19]([C:20]([O:22][CH3:23])=[O:21])=[CH:24][C:25]=2[CH3:26])=[O:14])[C:9]2[C:4](=[CH:5][CH:6]=[CH:7][CH:8]=2)[N:3]=1. The yield is 0.960. (5) The reactants are [NH2:1][C@H:2]1[CH2:7][CH2:6][CH2:5][N:4]([CH:8]2[CH2:13][CH2:12][N:11]([C:14]3[N:19]=[CH:18][C:17]([CH2:20][CH3:21])=[CH:16][N:15]=3)[CH2:10][CH2:9]2)[C:3]1=[O:22].C1C=CC(P(C2C(C3C(P(C4C=CC=CC=4)C4C=CC=CC=4)=CC=C4C=3C=CC=C4)=C3C(C=CC=C3)=CC=2)C2C=CC=CC=2)=CC=1.Br[C:70]1[CH:75]=[C:74]([CH3:76])[C:73]([S:77]([CH3:80])(=[O:79])=[O:78])=[CH:72][C:71]=1[F:81].C([O-])([O-])=O.[Cs+].[Cs+]. The catalyst is C1(C)C=CC=CC=1.C1C=CC(/C=C/C(/C=C/C2C=CC=CC=2)=O)=CC=1.C1C=CC(/C=C/C(/C=C/C2C=CC=CC=2)=O)=CC=1.C1C=CC(/C=C/C(/C=C/C2C=CC=CC=2)=O)=CC=1.[Pd].[Pd]. The product is [CH2:20]([C:17]1[CH:16]=[N:15][C:14]([N:11]2[CH2:12][CH2:13][CH:8]([N:4]3[CH2:5][CH2:6][CH2:7][C@H:2]([NH:1][C:70]4[CH:75]=[C:74]([CH3:76])[C:73]([S:77]([CH3:80])(=[O:79])=[O:78])=[CH:72][C:71]=4[F:81])[C:3]3=[O:22])[CH2:9][CH2:10]2)=[N:19][CH:18]=1)[CH3:21]. The yield is 0.501. (6) The reactants are [OH-].[K+].[CH3:3][O:4][C:5](=[O:31])[CH:6]([NH:15][C:16]1[CH:21]=[CH:20][CH:19]=[CH:18][C:17]=1[C:22](=[O:30])[C:23]1[CH:28]=[CH:27][CH:26]=[CH:25][C:24]=1[CH3:29])[CH2:7][C:8]1[CH:13]=[CH:12][C:11]([OH:14])=[CH:10][CH:9]=1.[Br:32][CH2:33][CH2:34]Br. The catalyst is C(O)C. The product is [CH3:3][O:4][C:5](=[O:31])[CH:6]([NH:15][C:16]1[CH:21]=[CH:20][CH:19]=[CH:18][C:17]=1[C:22](=[O:30])[C:23]1[CH:28]=[CH:27][CH:26]=[CH:25][C:24]=1[CH3:29])[CH2:7][C:8]1[CH:9]=[CH:10][C:11]([O:14][CH2:34][CH2:33][Br:32])=[CH:12][CH:13]=1. The yield is 0.570.